Dataset: NCI-60 drug combinations with 297,098 pairs across 59 cell lines. Task: Regression. Given two drug SMILES strings and cell line genomic features, predict the synergy score measuring deviation from expected non-interaction effect. (1) Drug 1: CC(C1=C(C=CC(=C1Cl)F)Cl)OC2=C(N=CC(=C2)C3=CN(N=C3)C4CCNCC4)N. Drug 2: CC1CCC2CC(C(=CC=CC=CC(CC(C(=O)C(C(C(=CC(C(=O)CC(OC(=O)C3CCCCN3C(=O)C(=O)C1(O2)O)C(C)CC4CCC(C(C4)OC)OCCO)C)C)O)OC)C)C)C)OC. Cell line: ACHN. Synergy scores: CSS=26.3, Synergy_ZIP=-4.30, Synergy_Bliss=-0.303, Synergy_Loewe=-2.27, Synergy_HSA=1.74. (2) Drug 1: C1=NC2=C(N=C(N=C2N1C3C(C(C(O3)CO)O)O)F)N. Drug 2: C1=CN(C=N1)CC(O)(P(=O)(O)O)P(=O)(O)O. Cell line: HOP-62. Synergy scores: CSS=10.5, Synergy_ZIP=3.09, Synergy_Bliss=6.95, Synergy_Loewe=-0.276, Synergy_HSA=-1.34. (3) Drug 1: C1=NC2=C(N1)C(=S)N=CN2. Drug 2: CS(=O)(=O)OCCCCOS(=O)(=O)C. Cell line: MOLT-4. Synergy scores: CSS=60.5, Synergy_ZIP=2.30, Synergy_Bliss=2.42, Synergy_Loewe=-5.23, Synergy_HSA=3.22.